This data is from Forward reaction prediction with 1.9M reactions from USPTO patents (1976-2016). The task is: Predict the product of the given reaction. Given the reactants [C:1]([O:5][C:6]([N:8]1[CH2:12][CH:11]([C:13]2[CH:18]=[CH:17][C:16]([Cl:19])=[C:15]([Cl:20])[CH:14]=2)[CH:10](C(O)=O)[CH2:9]1)=[O:7])([CH3:4])([CH3:3])[CH3:2].C1C=CC(P([N:38]=[N+]=[N-])(C2C=CC=CC=2)=O)=CC=1.C(N(CC)CC)C.[OH-].[Na+], predict the reaction product. The product is: [NH2:38][C@@H:10]1[C@@H:11]([C:13]2[CH:18]=[CH:17][C:16]([Cl:19])=[C:15]([Cl:20])[CH:14]=2)[CH2:12][N:8]([C:6]([O:5][C:1]([CH3:4])([CH3:3])[CH3:2])=[O:7])[CH2:9]1.